This data is from Full USPTO retrosynthesis dataset with 1.9M reactions from patents (1976-2016). The task is: Predict the reactants needed to synthesize the given product. (1) Given the product [NH2:21][C:3]1[C:2]([C:22]#[N:23])=[CH:7][C:6]([O:8][C:9]([F:12])([F:11])[F:10])=[CH:5][C:4]=1[C:13]1[CH:18]=[CH:17][C:16]([O:19][CH3:20])=[CH:15][CH:14]=1, predict the reactants needed to synthesize it. The reactants are: Br[C:2]1[CH:7]=[C:6]([O:8][C:9]([F:12])([F:11])[F:10])[CH:5]=[C:4]([C:13]2[CH:18]=[CH:17][C:16]([O:19][CH3:20])=[CH:15][CH:14]=2)[C:3]=1[NH2:21].[C:22]([Cu])#[N:23].CCOC(C)=O. (2) Given the product [CH2:1]([O:3][C:4]1[CH:5]=[C:6]2[C:11](=[CH:12][C:13]=1[O:14][CH3:15])[N:10]=[CH:9][N:8]=[C:7]2[O:16][C:17]1[CH:18]=[C:19]([NH:20][C:35]([NH:34][C:31]2[CH:30]=[C:29]([C:26]([CH3:28])([CH3:27])[C:25]([F:45])([F:44])[F:24])[O:33][N:32]=2)=[O:36])[CH:21]=[CH:22][CH:23]=1)[CH3:2], predict the reactants needed to synthesize it. The reactants are: [CH2:1]([O:3][C:4]1[CH:5]=[C:6]2[C:11](=[CH:12][C:13]=1[O:14][CH3:15])[N:10]=[CH:9][N:8]=[C:7]2[O:16][C:17]1[CH:18]=[C:19]([CH:21]=[CH:22][CH:23]=1)[NH2:20])[CH3:2].[F:24][C:25]([F:45])([F:44])[C:26]([C:29]1[O:33][N:32]=[C:31]([NH:34][C:35](=O)[O:36]C2C=CC=CC=2)[CH:30]=1)([CH3:28])[CH3:27].